From a dataset of Aqueous solubility values for 9,982 compounds from the AqSolDB database. Regression/Classification. Given a drug SMILES string, predict its absorption, distribution, metabolism, or excretion properties. Task type varies by dataset: regression for continuous measurements (e.g., permeability, clearance, half-life) or binary classification for categorical outcomes (e.g., BBB penetration, CYP inhibition). For this dataset (solubility_aqsoldb), we predict Y. (1) The drug is CC(=O)N(C)N=O. The Y is -0.768 log mol/L. (2) The compound is CC(=O)C=C(C)C. The Y is -0.561 log mol/L.